Dataset: NCI-60 drug combinations with 297,098 pairs across 59 cell lines. Task: Regression. Given two drug SMILES strings and cell line genomic features, predict the synergy score measuring deviation from expected non-interaction effect. (1) Drug 1: CNC(=O)C1=NC=CC(=C1)OC2=CC=C(C=C2)NC(=O)NC3=CC(=C(C=C3)Cl)C(F)(F)F. Drug 2: C1CNP(=O)(OC1)N(CCCl)CCCl. Cell line: ACHN. Synergy scores: CSS=-9.70, Synergy_ZIP=1.75, Synergy_Bliss=-4.00, Synergy_Loewe=-10.4, Synergy_HSA=-10.1. (2) Drug 1: C1=CC(=CC=C1C#N)C(C2=CC=C(C=C2)C#N)N3C=NC=N3. Drug 2: C1=NC(=NC(=O)N1C2C(C(C(O2)CO)O)O)N. Cell line: NCI/ADR-RES. Synergy scores: CSS=8.30, Synergy_ZIP=3.81, Synergy_Bliss=9.57, Synergy_Loewe=7.00, Synergy_HSA=8.34. (3) Drug 1: CC12CCC3C(C1CCC2O)C(CC4=C3C=CC(=C4)O)CCCCCCCCCS(=O)CCCC(C(F)(F)F)(F)F. Drug 2: C1=NC(=NC(=O)N1C2C(C(C(O2)CO)O)O)N. Cell line: A498. Synergy scores: CSS=4.93, Synergy_ZIP=-5.64, Synergy_Bliss=-8.94, Synergy_Loewe=-22.5, Synergy_HSA=-10.4. (4) Drug 1: C1=CN(C(=O)N=C1N)C2C(C(C(O2)CO)O)(F)F. Drug 2: CC(C)(C1=NC(=CC=C1)N2C3=NC(=NC=C3C(=O)N2CC=C)NC4=CC=C(C=C4)N5CCN(CC5)C)O. Cell line: T-47D. Synergy scores: CSS=52.5, Synergy_ZIP=16.5, Synergy_Bliss=16.3, Synergy_Loewe=3.14, Synergy_HSA=21.8. (5) Drug 1: CC1=CC2C(CCC3(C2CCC3(C(=O)C)OC(=O)C)C)C4(C1=CC(=O)CC4)C. Drug 2: C1=C(C(=O)NC(=O)N1)N(CCCl)CCCl. Cell line: OVCAR-8. Synergy scores: CSS=17.3, Synergy_ZIP=-4.99, Synergy_Bliss=2.51, Synergy_Loewe=-10.4, Synergy_HSA=1.50. (6) Drug 1: CC1=C(C=C(C=C1)NC2=NC=CC(=N2)N(C)C3=CC4=NN(C(=C4C=C3)C)C)S(=O)(=O)N.Cl. Drug 2: CC1=C(N=C(N=C1N)C(CC(=O)N)NCC(C(=O)N)N)C(=O)NC(C(C2=CN=CN2)OC3C(C(C(C(O3)CO)O)O)OC4C(C(C(C(O4)CO)O)OC(=O)N)O)C(=O)NC(C)C(C(C)C(=O)NC(C(C)O)C(=O)NCCC5=NC(=CS5)C6=NC(=CS6)C(=O)NCCC[S+](C)C)O. Cell line: T-47D. Synergy scores: CSS=2.76, Synergy_ZIP=3.50, Synergy_Bliss=-0.272, Synergy_Loewe=-0.746, Synergy_HSA=0.643.